From a dataset of Catalyst prediction with 721,799 reactions and 888 catalyst types from USPTO. Predict which catalyst facilitates the given reaction. (1) Reactant: O=[CH:2][CH2:3][CH2:4][C:5]1[CH:10]=[CH:9][C:8]([NH:11][C:12](=[O:14])[CH3:13])=[CH:7][CH:6]=1.Cl.[CH3:16][NH:17][CH3:18].C([O-])(=O)C.[Na+].C([BH3-])#N.[Na+]. Product: [CH3:16][N:17]([CH3:18])[CH2:2][CH2:3][CH2:4][C:5]1[CH:10]=[CH:9][C:8]([NH:11][C:12](=[O:14])[CH3:13])=[CH:7][CH:6]=1. The catalyst class is: 5. (2) Reactant: [CH:1]([C:3]1[CH:4]=[CH:5][C:6]([OH:12])=[C:7]([CH:11]=1)[C:8]([OH:10])=[O:9])=O.[S:13]1[CH2:17][C:16](=[O:18])[NH:15][C:14]1=[O:19].N1CCCCC1.C(O)(=O)C. Product: [OH:12][C:6]1[CH:5]=[CH:4][C:3](/[CH:1]=[C:17]2/[C:16](=[O:18])[NH:15][C:14](=[O:19])[S:13]/2)=[CH:11][C:7]=1[C:8]([OH:10])=[O:9]. The catalyst class is: 93. (3) Reactant: [F:1][C:2]1[CH:3]=[C:4]([C:9]2[CH:10]=[C:11]([CH2:20][OH:21])[C:12](=[O:19])[N:13]([CH2:15][CH:16]([CH3:18])[CH3:17])[N:14]=2)[CH:5]=[CH:6][C:7]=1[CH3:8].C(N(CC)CC)C.[CH3:29][S:30](Cl)(=[O:32])=[O:31].C(=O)([O-])O.[Na+]. Product: [F:1][C:2]1[CH:3]=[C:4]([C:9]2[CH:10]=[C:11]([CH2:20][O:21][S:30]([CH3:29])(=[O:32])=[O:31])[C:12](=[O:19])[N:13]([CH2:15][CH:16]([CH3:18])[CH3:17])[N:14]=2)[CH:5]=[CH:6][C:7]=1[CH3:8]. The catalyst class is: 2. (4) Reactant: C([Si](C)(C)[O:6][C@@H:7]1[CH2:11][O:10][CH2:9][C@@H:8]1[C@:12]([NH2:21])([C:14]1[CH:19]=[CH:18][CH:17]=[CH:16][C:15]=1[F:20])[CH3:13])(C)(C)C.[CH3:24][O:25][C:26]1[CH:33]=[C:32]([O:34][CH3:35])[CH:31]=[CH:30][C:27]=1[CH:28]=O.C(O[BH-](OC(=O)C)OC(=O)C)(=O)C.[Na+].C(O)(=O)C.O.O.O.[F-].C([N+](CCCC)(CCCC)CCCC)CCC. Product: [CH3:24][O:25][C:26]1[CH:33]=[C:32]([O:34][CH3:35])[CH:31]=[CH:30][C:27]=1[CH2:28][NH:21][C@@:12]([C@H:8]1[CH2:9][O:10][CH2:11][C@H:7]1[OH:6])([C:14]1[CH:19]=[CH:18][CH:17]=[CH:16][C:15]=1[F:20])[CH3:13]. The catalyst class is: 26. (5) Reactant: [CH2:1]([N:8]1[CH2:12][CH2:11][C@H:10]([CH2:13]I)[C@@H:9]1[C:15]([O:17][CH3:18])=[O:16])[C:2]1[CH:7]=[CH:6][CH:5]=[CH:4][CH:3]=1.[N-:19]=[N+:20]=[N-:21].[Na+]. Product: [N:19]([CH2:13][C@H:10]1[CH2:11][CH2:12][N:8]([CH2:1][C:2]2[CH:7]=[CH:6][CH:5]=[CH:4][CH:3]=2)[C@H:9]1[C:15]([O:17][CH3:18])=[O:16])=[N+:20]=[N-:21]. The catalyst class is: 42. (6) Product: [CH:1]([N:3]([CH2:5][CH2:6][O:7][C:8]1[CH:13]=[CH:12][CH:11]=[C:10]([OH:14])[CH:9]=1)[OH:4])=[O:2]. The catalyst class is: 19. Reactant: [CH:1]([N:3]([CH2:5][CH2:6][O:7][C:8]1[CH:13]=[CH:12][CH:11]=[C:10]([O:14]CC2C=CC=CC=2)[CH:9]=1)[OH:4])=[O:2]. (7) Reactant: [CH:1]1([CH:6]([C:11]2[CH:16]=[CH:15][C:14]([C:17]([F:20])([F:19])[F:18])=[CH:13][CH:12]=2)[C:7]([O:9]C)=[O:8])[CH2:5][CH2:4][CH2:3][CH2:2]1.C1COCC1.[OH-].[Li+].Cl. Product: [CH:1]1([CH:6]([C:11]2[CH:16]=[CH:15][C:14]([C:17]([F:18])([F:19])[F:20])=[CH:13][CH:12]=2)[C:7]([OH:9])=[O:8])[CH2:5][CH2:4][CH2:3][CH2:2]1. The catalyst class is: 72. (8) Reactant: [CH2:1]([S:3](Cl)(=[O:5])=[O:4])[CH3:2].[S:7]1[C:11]2[CH:12]=[CH:13][CH:14]=[CH:15][C:10]=2[CH:9]=[C:8]1[C:16]1[C:17]([N:28](C(OC(C)(C)C)=O)C(=O)OC(C)(C)C)=[N:18][CH:19]=[C:20]([N:22]2[CH2:27][CH2:26][NH:25][CH2:24][CH2:23]2)[N:21]=1.C(N(CC)CC)C.Cl.O1CCOCC1. Product: [S:7]1[C:8]([C:16]2[C:17]([NH2:28])=[N:18][CH:19]=[C:20]([N:22]3[CH2:27][CH2:26][N:25]([S:3]([CH2:1][CH3:2])(=[O:5])=[O:4])[CH2:24][CH2:23]3)[N:21]=2)=[CH:9][C:10]2[CH:15]=[CH:14][CH:13]=[CH:12][C:11]1=2. The catalyst class is: 4. (9) Product: [CH3:1][C:2]1[CH:7]=[CH:6][N:5]=[C:4]([N:8]([CH2:39][CH2:40][CH3:41])[C:9]2[C:17]3[O:16][CH2:15][C@@H:14]([N:18]([C:33](=[O:38])[C:34]([F:36])([F:35])[F:37])[C:19]4[CH:32]=[CH:31][C:22]5[C@H:23]([CH2:26][C:27]([O:29][CH3:30])=[O:28])[CH2:24][O:25][C:21]=5[CH:20]=4)[C:13]=3[CH:12]=[CH:11][CH:10]=2)[CH:3]=1. Reactant: [CH3:1][C:2]1[CH:7]=[CH:6][N:5]=[C:4]([NH:8][C:9]2[C:17]3[O:16][CH2:15][C@@H:14]([N:18]([C:33](=[O:38])[C:34]([F:37])([F:36])[F:35])[C:19]4[CH:32]=[CH:31][C:22]5[C@H:23]([CH2:26][C:27]([O:29][CH3:30])=[O:28])[CH2:24][O:25][C:21]=5[CH:20]=4)[C:13]=3[CH:12]=[CH:11][CH:10]=2)[CH:3]=1.[CH2:39](I)[CH2:40][CH3:41].[H-].[Na+].[Cl-].[NH4+]. The catalyst class is: 9.